From a dataset of Forward reaction prediction with 1.9M reactions from USPTO patents (1976-2016). Predict the product of the given reaction. (1) Given the reactants N1C=CC=CC=1.[NH2:7][CH2:8][CH2:9][CH2:10][O:11][C:12]1[CH:13]=[CH:14][C:15]2[C:16]3[S:25][C:24]([CH2:26][CH2:27][CH3:28])=[N:23][C:17]=3[C:18]([NH2:22])=[N:19][C:20]=2[CH:21]=1.[CH3:29][N:30]([CH3:45])[C:31]1[CH:40]=[CH:39][CH:38]=[C:37]2[C:32]=1[CH:33]=[CH:34][CH:35]=[C:36]2[S:41](Cl)(=[O:43])=[O:42].O, predict the reaction product. The product is: [NH2:22][C:18]1[C:17]2[N:23]=[C:24]([CH2:26][CH2:27][CH3:28])[S:25][C:16]=2[C:15]2[CH:14]=[CH:13][C:12]([O:11][CH2:10][CH2:9][CH2:8][NH:7][S:41]([C:36]3[C:37]4[C:32](=[C:31]([N:30]([CH3:45])[CH3:29])[CH:40]=[CH:39][CH:38]=4)[CH:33]=[CH:34][CH:35]=3)(=[O:43])=[O:42])=[CH:21][C:20]=2[N:19]=1. (2) Given the reactants FC(F)(F)S(O[C:7]1[CH2:12][CH2:11][N:10]([C:13]([O:15][C:16]([CH3:19])([CH3:18])[CH3:17])=[O:14])[CH2:9][C:8]=1[C:20]([O:22][CH2:23][CH3:24])=[O:21])(=O)=O.[CH3:27][C:28]1([CH3:44])[C:32]([CH3:34])([CH3:33])[O:31][B:30]([B:30]2[O:31][C:32]([CH3:34])([CH3:33])[C:28]([CH3:44])([CH3:27])[O:29]2)[O:29]1.C([O-])(=O)C.[K+], predict the reaction product. The product is: [CH3:27][C:28]1([CH3:44])[C:32]([CH3:34])([CH3:33])[O:31][B:30]([C:7]2[CH2:12][CH2:11][N:10]([C:13]([O:15][C:16]([CH3:19])([CH3:18])[CH3:17])=[O:14])[CH2:9][C:8]=2[C:20]([O:22][CH2:23][CH3:24])=[O:21])[O:29]1. (3) Given the reactants [C:1]([O:5][C:6](=[O:57])[C:7]([O:10]/[N:11]=[C:12](/[C:44]1[N:45]=[C:46]([NH:49][C:50]([O:52][C:53]([CH3:56])([CH3:55])[CH3:54])=[O:51])[S:47][CH:48]=1)\[C:13]([NH:15][C@@H:16]1[C:23](=[O:24])[N:22]2[C@@H:17]1[S:18](=[O:43])[CH2:19][C:20]([CH2:41]Cl)=[C:21]2[C:25]([O:27][CH:28]([C:35]1[CH:40]=[CH:39][CH:38]=[CH:37][CH:36]=1)[C:29]1[CH:34]=[CH:33][CH:32]=[CH:31][CH:30]=1)=[O:26])=[O:14])([CH3:9])[CH3:8])([CH3:4])([CH3:3])[CH3:2].[I-:58].[Na+], predict the reaction product. The product is: [C:1]([O:5][C:6](=[O:57])[C:7]([O:10]/[N:11]=[C:12](/[C:44]1[N:45]=[C:46]([NH:49][C:50]([O:52][C:53]([CH3:56])([CH3:55])[CH3:54])=[O:51])[S:47][CH:48]=1)\[C:13]([NH:15][C@@H:16]1[C:23](=[O:24])[N:22]2[C@@H:17]1[S:18](=[O:43])[CH2:19][C:20]([CH2:41][I:58])=[C:21]2[C:25]([O:27][CH:28]([C:35]1[CH:40]=[CH:39][CH:38]=[CH:37][CH:36]=1)[C:29]1[CH:34]=[CH:33][CH:32]=[CH:31][CH:30]=1)=[O:26])=[O:14])([CH3:9])[CH3:8])([CH3:4])([CH3:3])[CH3:2]. (4) Given the reactants [O:1]1[C:9]2[C:4](=[N:5][CH:6]=[CH:7][CH:8]=2)[N:3]=[CH:2]1.C([Mg]Cl)(C)C.[C:15]([O:19][C:20]([NH:22][C@@H:23]([CH2:26]C)[CH:24]=[O:25])=[O:21])([CH3:18])([CH3:17])[CH3:16], predict the reaction product. The product is: [C:15]([O:19][C:20]([NH:22][CH:23]([CH3:26])[C@@H:24]([C:2]1[O:1][C:9]2[C:4]([N:3]=1)=[N:5][CH:6]=[CH:7][CH:8]=2)[OH:25])=[O:21])([CH3:18])([CH3:17])[CH3:16]. (5) Given the reactants [Br:1][C:2]1[CH:7]=[CH:6][C:5]([CH2:8][CH2:9][NH2:10])=[CH:4][CH:3]=1.[C:11]([C:13]1[CH:14]=[C:15]([S:19](Cl)(=[O:21])=[O:20])[CH:16]=[CH:17][CH:18]=1)#[N:12], predict the reaction product. The product is: [Br:1][C:2]1[CH:7]=[CH:6][C:5]([CH2:8][CH2:9][NH:10][S:19]([C:15]2[CH:16]=[CH:17][CH:18]=[C:13]([C:11]#[N:12])[CH:14]=2)(=[O:21])=[O:20])=[CH:4][CH:3]=1.